This data is from Reaction yield outcomes from USPTO patents with 853,638 reactions. The task is: Predict the reaction yield, written as a fraction of the theoretical maximum amount of product (1.0 means a 100% yield; for example, 0.34 means a 34% yield). The reactants are C([O:8][C:9]1[CH:10]=[CH:11][C:12]([C@@H:20]([O:70][Si:71]([CH3:77])([CH3:76])[C:72]([CH3:75])([CH3:74])[CH3:73])[CH2:21][N:22]([C:63]([O:65][C:66]([CH3:69])([CH3:68])[CH3:67])=[O:64])[CH2:23][CH2:24][CH2:25][CH2:26][CH2:27][O:28][C:29]([NH:31][C:32]2[CH:33]=[C:34]([C:38]([OH:62])([C:56]3[CH:61]=[CH:60][CH:59]=[CH:58][CH:57]=3)[C:39]([O:41][CH2:42][CH:43]3[CH2:48][CH2:47][N:46]([CH2:49][C:50]4[CH:55]=[CH:54][CH:53]=[CH:52][CH:51]=4)[CH2:45][CH2:44]3)=[O:40])[CH:35]=[CH:36][CH:37]=2)=[O:30])=[C:13]2[C:18]=1[NH:17][C:16](=[O:19])[CH:15]=[CH:14]2)C1C=CC=CC=1.[H][H]. The catalyst is CO.[Pd].[O-]S([O-])(=O)=O.[Ba+2]. The product is [C:66]([O:65][C:63]([N:22]([CH2:21][C@@H:20]([C:12]1[CH:11]=[CH:10][C:9]([OH:8])=[C:18]2[C:13]=1[CH:14]=[CH:15][C:16](=[O:19])[NH:17]2)[O:70][Si:71]([CH3:77])([CH3:76])[C:72]([CH3:74])([CH3:75])[CH3:73])[CH2:23][CH2:24][CH2:25][CH2:26][CH2:27][O:28][C:29]([NH:31][C:32]1[CH:33]=[C:34]([C:38]([OH:62])([C:56]2[CH:57]=[CH:58][CH:59]=[CH:60][CH:61]=2)[C:39]([O:41][CH2:42][CH:43]2[CH2:48][CH2:47][N:46]([CH2:49][C:50]3[CH:51]=[CH:52][CH:53]=[CH:54][CH:55]=3)[CH2:45][CH2:44]2)=[O:40])[CH:35]=[CH:36][CH:37]=1)=[O:30])=[O:64])([CH3:67])([CH3:68])[CH3:69]. The yield is 0.811.